From a dataset of Forward reaction prediction with 1.9M reactions from USPTO patents (1976-2016). Predict the product of the given reaction. (1) Given the reactants N12CCCN=C1CCCCC2.Cl.[NH2:13][CH2:14][C:15]1[CH:23]=[CH:22][CH:21]=[C:20]2[C:16]=1[CH2:17][N:18]([CH:25]1[CH2:30][CH2:29][C:28](=[O:31])[NH:27][C:26]1=[O:32])[C:19]2=[O:24].[C:33]1([CH2:39][C:40](Cl)=[O:41])[CH:38]=[CH:37][CH:36]=[CH:35][CH:34]=1, predict the reaction product. The product is: [O:32]=[C:26]1[CH:25]([N:18]2[CH2:17][C:16]3[C:20](=[CH:21][CH:22]=[CH:23][C:15]=3[CH2:14][NH:13][C:40](=[O:41])[CH2:39][C:33]3[CH:38]=[CH:37][CH:36]=[CH:35][CH:34]=3)[C:19]2=[O:24])[CH2:30][CH2:29][C:28](=[O:31])[NH:27]1. (2) Given the reactants [Cl:1][C:2]1[CH:3]=[CH:4][C:5]([C:15]#[C:16][Si:17]([CH3:20])([CH3:19])[CH3:18])=[C:6]([C:8]2[CH:13]=[CH:12][NH:11][C:10](=[O:14])[CH:9]=2)[CH:7]=1.Br[CH:22]([CH3:30])[C:23]([O:25][C:26]([CH3:29])([CH3:28])[CH3:27])=[O:24], predict the reaction product. The product is: [Cl:1][C:2]1[CH:3]=[CH:4][C:5]([C:15]#[C:16][Si:17]([CH3:19])([CH3:18])[CH3:20])=[C:6]([C:8]2[CH:13]=[CH:12][N:11]([CH:22]([CH3:30])[C:23]([O:25][C:26]([CH3:29])([CH3:28])[CH3:27])=[O:24])[C:10](=[O:14])[CH:9]=2)[CH:7]=1.